This data is from Reaction yield outcomes from USPTO patents with 853,638 reactions. The task is: Predict the reaction yield, written as a fraction of the theoretical maximum amount of product (1.0 means a 100% yield; for example, 0.34 means a 34% yield). (1) The product is [NH2:1][C:2]1[N:7]=[CH:6][N:5]=[C:4]2[N:8]([CH:12]([C:14]3[O:15][C:16]4[C:21]([C:22](=[O:31])[C:23]=3[C:24]3[CH:29]=[CH:28][CH:27]=[C:26]([F:30])[CH:25]=3)=[CH:20][CH:19]=[CH:18][CH:17]=4)[CH3:13])[N:9]=[C:10]([C:37]3[CH:38]=[C:34]([CH2:33][OH:32])[S:35][CH:36]=3)[C:3]=12. The catalyst is CN(C=O)C.C(O)C.O. The yield is 0.140. The reactants are [NH2:1][C:2]1[N:7]=[CH:6][N:5]=[C:4]2[N:8]([CH:12]([C:14]3[O:15][C:16]4[C:21]([C:22](=[O:31])[C:23]=3[C:24]3[CH:29]=[CH:28][CH:27]=[C:26]([F:30])[CH:25]=3)=[CH:20][CH:19]=[CH:18][CH:17]=4)[CH3:13])[N:9]=[C:10](I)[C:3]=12.[OH:32][CH2:33][C:34]1[S:35][CH:36]=[C:37](B(O)O)[CH:38]=1.C(=O)([O-])[O-].[Na+].[Na+].ClCCl. (2) The product is [OH:42][C@@H:4]1[CH2:5][C@H:6]([N:8]2[C:13](=[O:14])[C:12]([CH2:15][C:16]3[CH:17]=[CH:18][C:19]([C:22]4[C:23]([C:28]#[N:29])=[CH:24][CH:25]=[CH:26][CH:27]=4)=[CH:20][CH:21]=3)=[C:11]([CH2:30][CH2:31][CH3:32])[N:10]3[N:33]=[CH:34][N:35]=[C:9]23)[CH2:7]1. The reactants are C([C@@H:4]1[CH2:7][C@H:6]([N:8]2[C:13](=[O:14])[C:12]([CH2:15][C:16]3[CH:21]=[CH:20][C:19]([C:22]4[C:23]([C:28]#[N:29])=[CH:24][CH:25]=[CH:26][CH:27]=4)=[CH:18][CH:17]=3)=[C:11]([CH2:30][CH2:31][CH3:32])[N:10]3[N:33]=[CH:34][N:35]=[C:9]23)[CH2:5]1)(=O)C.O.OO.FC(F)(F)C(OC(=O)C(F)(F)F)=[O:42].C(=O)([O-])O.[Na+].S([O-])([O-])(=O)=S.[Na+].[Na+]. The catalyst is C(Cl)(Cl)Cl. The yield is 0.270. (3) The reactants are Cl[C:2]1[C:7]([C:8](=[O:16])[CH:9]=[CH:10][C:11]([O:13][CH2:14][CH3:15])=[O:12])=[CH:6][N:5]=[C:4]([S:17][CH3:18])[N:3]=1.[CH:19]([Si:22]([CH:34]([CH3:36])[CH3:35])([CH:31]([CH3:33])[CH3:32])[O:23][CH2:24][C:25]1([NH2:30])[CH2:29][CH2:28][CH2:27][CH2:26]1)([CH3:21])[CH3:20].C(N(CC)CC)C.C(OCC)(=O)C. The catalyst is C(#N)C. The product is [CH3:18][S:17][C:4]1[N:5]=[CH:6][C:7]2[C:8](=[O:16])[CH2:9][CH:10]([C:11]([O:13][CH2:14][CH3:15])=[O:12])[N:30]([C:25]3([CH2:24][O:23][Si:22]([CH:19]([CH3:21])[CH3:20])([CH:34]([CH3:36])[CH3:35])[CH:31]([CH3:33])[CH3:32])[CH2:29][CH2:28][CH2:27][CH2:26]3)[C:2]=2[N:3]=1. The yield is 0.410.